This data is from hERG Central: cardiac toxicity at 1µM, 10µM, and general inhibition. The task is: Predict hERG channel inhibition at various concentrations. (1) The molecule is COc1cccc(Cl)c1NC(=O)N1CCN(c2cc(C)nc3ccccc23)CC1. Results: hERG_inhib (hERG inhibition (general)): blocker. (2) The molecule is COc1ccc(OCC(O)CN(C)C(=O)/C=C/c2cccc([N+](=O)[O-])c2)cc1. Results: hERG_inhib (hERG inhibition (general)): blocker. (3) The drug is COc1ccc(N(CC(O)Cn2nnc3ccccc32)S(=O)(=O)c2ccc(C)cc2)cc1. Results: hERG_inhib (hERG inhibition (general)): blocker. (4) The molecule is CCCn1c(N2CCC(Cc3ccccc3)CC2)nc2c1c(=O)[nH]c(=O)n2C. Results: hERG_inhib (hERG inhibition (general)): blocker. (5) Results: hERG_inhib (hERG inhibition (general)): blocker. The compound is COc1ccc(N(C)S(=O)(=O)c2ccc3c(c2)c(=O)nc2ccccn23)cc1. (6) The drug is Cc1cc(C)cc(NC(=S)NC2CC3CCCC(C2)N3C2CCCC2)c1. Results: hERG_inhib (hERG inhibition (general)): blocker. (7) The drug is Cc1cc(-c2csc3ncnc(N4CCN(C)CC4)c23)cc(C)c1C. Results: hERG_inhib (hERG inhibition (general)): blocker. (8) The drug is Cc1c(C(=O)OCC(C)(C)CN(C)C)oc2ccccc12.Cl. Results: hERG_inhib (hERG inhibition (general)): blocker. (9) The molecule is Clc1ccc(SCCCCn2ccnc2)cc1. Results: hERG_inhib (hERG inhibition (general)): blocker.